From a dataset of Reaction yield outcomes from USPTO patents with 853,638 reactions. Predict the reaction yield, written as a fraction of the theoretical maximum amount of product (1.0 means a 100% yield; for example, 0.34 means a 34% yield). (1) The reactants are [Cl:1][C:2]1[CH:21]=[CH:20][CH:19]=[C:18]([Cl:22])[C:3]=1[CH2:4][CH:5]1[CH2:9][CH2:8][N:7]([CH:10]2[CH2:15][CH2:14][C:13](=O)[CH2:12][CH2:11]2)[C:6]1=[O:17].[CH3:23][NH2:24].C(O[BH-](OC(=O)C)OC(=O)C)(=O)C.[Na+].C(O)(=O)C. The catalyst is ClCCl. The product is [Cl:1][C:2]1[CH:21]=[CH:20][CH:19]=[C:18]([Cl:22])[C:3]=1[CH2:4][CH:5]1[CH2:9][CH2:8][N:7]([CH:10]2[CH2:15][CH2:14][CH:13]([NH:24][CH3:23])[CH2:12][CH2:11]2)[C:6]1=[O:17]. The yield is 0.0600. (2) The reactants are Br[C:2]1[CH:7]=[CH:6][C:5]([CH:8]([N:16]([CH3:33])[C:17](=[O:32])[CH2:18][N:19]2[C:24]3[CH:25]=[C:26]([Cl:30])[C:27]([Cl:29])=[CH:28][C:23]=3[O:22][CH2:21][C:20]2=[O:31])[CH2:9][N:10]2[CH2:15][CH2:14][O:13][CH2:12][CH2:11]2)=[CH:4][CH:3]=1.[CH3:34][C:35]([O:38][C:39]([NH:41][C:42]1[CH:43]=[C:44](B(O)O)[CH:45]=[CH:46][CH:47]=1)=[O:40])([CH3:37])[CH3:36].C([O-])([O-])=O.[Na+].[Na+]. The catalyst is CN(C=O)C.C1C=CC(P(C2C=CC=CC=2)[C-]2C=CC=C2)=CC=1.C1C=CC(P(C2C=CC=CC=2)[C-]2C=CC=C2)=CC=1.Cl[Pd]Cl.[Fe+2]. The product is [Cl:30][C:26]1[C:27]([Cl:29])=[CH:28][C:23]2[O:22][CH2:21][C:20](=[O:31])[N:19]([CH2:18][C:17]([N:16]([CH3:33])[CH:8]([C:5]3[CH:6]=[CH:7][C:2]([C:46]4[CH:45]=[CH:44][CH:43]=[C:42]([NH:41][C:39](=[O:40])[O:38][C:35]([CH3:36])([CH3:34])[CH3:37])[CH:47]=4)=[CH:3][CH:4]=3)[CH2:9][N:10]3[CH2:15][CH2:14][O:13][CH2:12][CH2:11]3)=[O:32])[C:24]=2[CH:25]=1. The yield is 0.400. (3) The reactants are [N:1]1[C:2]2[N:3]([C:21]3[CH:27]=[CH:26][CH:25]=[CH:24][C:22]=3[N:23]=2)[C:4]([C:7]2[CH:12]=[CH:11][C:10]([NH:13][C:14](=[O:20])[O:15][C:16]([CH3:19])([CH3:18])[CH3:17])=[CH:9][CH:8]=2)=[CH:5][CH:6]=1.[H-].[Na+].[CH3:30][C:31]1[CH:36]=[CH:35][C:34]([S:37]([O:40][CH2:41][CH2:42][CH2:43]OS(C2C=CC(C)=CC=2)(=O)=O)(=[O:39])=[O:38])=[CH:33][CH:32]=1. The catalyst is CN(C=O)C. The product is [CH3:30][C:31]1[CH:36]=[CH:35][C:34]([S:37]([O:40][CH2:41][CH2:42][CH2:43][N:13]([C:10]2[CH:9]=[CH:8][C:7]([C:4]3[N:3]4[C:21]5[CH:27]=[CH:26][CH:25]=[CH:24][C:22]=5[N:23]=[C:2]4[N:1]=[CH:6][CH:5]=3)=[CH:12][CH:11]=2)[C:14]([O:15][C:16]([CH3:19])([CH3:17])[CH3:18])=[O:20])(=[O:39])=[O:38])=[CH:33][CH:32]=1. The yield is 0.340. (4) The reactants are [NH2:1][C:2]1[CH:10]=[CH:9][C:5]([CH2:6][CH2:7][OH:8])=[CH:4][CH:3]=1.CCCCCCC.[CH:18](OCC)=[O:19]. No catalyst specified. The product is [OH:8][CH2:7][CH2:6][C:5]1[CH:9]=[CH:10][C:2]([NH:1][CH:18]=[O:19])=[CH:3][CH:4]=1. The yield is 0.800. (5) The reactants are [CH3:1][C:2]1[CH:7]=[CH:6][C:5]([S:8]([O:11][CH2:12][CH:13]2[CH2:17][C:16]3[CH:18]=[CH:19][CH:20]=[C:21](Br)[C:15]=3[O:14]2)(=[O:10])=[O:9])=[CH:4][CH:3]=1.[Cl:23][C:24]1[CH:29]=[CH:28][CH:27]=[CH:26][C:25]=1B(O)O.C(=O)([O-])[O-].[K+].[K+].CC1C=CC(S(OCC2CC3C(C4C=CC=CC=4)=CC=CC=3O2)(=O)=O)=CC=1. The catalyst is CC1C=CC=CC=1[P](C1C=CC=CC=1C)([Pd](Cl)(Cl)[P](C1=C(C)C=CC=C1)(C1C=CC=CC=1C)C1C=CC=CC=1C)C1C=CC=CC=1C. The product is [CH3:1][C:2]1[CH:7]=[CH:6][C:5]([S:8]([O:11][CH2:12][CH:13]2[CH2:17][C:16]3[CH:18]=[CH:19][CH:20]=[C:21]([C:25]4[CH:26]=[CH:27][CH:28]=[CH:29][C:24]=4[Cl:23])[C:15]=3[O:14]2)(=[O:10])=[O:9])=[CH:4][CH:3]=1. The yield is 0.700. (6) The yield is 1.00. The catalyst is C1(C)C=CC=CC=1. The reactants are [Cl:1][C:2]1[CH:3]=[CH:4][C:5]([O:15][CH2:16][C:17]2[CH:22]=[CH:21][CH:20]=[CH:19][CH:18]=2)=[C:6]([C:8](=O)[CH2:9][CH2:10][C:11](=O)[CH3:12])[CH:7]=1.[NH2:23][C:24]1[CH:25]=[C:26]([S:30]([NH2:33])(=[O:32])=[O:31])[CH:27]=[CH:28][CH:29]=1.C1(C)C=CC(S(O)(=O)=O)=CC=1. The product is [Cl:1][C:2]1[CH:3]=[CH:4][C:5]([O:15][CH2:16][C:17]2[CH:22]=[CH:21][CH:20]=[CH:19][CH:18]=2)=[C:6]([C:8]2[N:23]([C:24]3[CH:25]=[C:26]([S:30]([NH2:33])(=[O:31])=[O:32])[CH:27]=[CH:28][CH:29]=3)[C:11]([CH3:12])=[CH:10][CH:9]=2)[CH:7]=1.